From a dataset of Reaction yield outcomes from USPTO patents with 853,638 reactions. Predict the reaction yield, written as a fraction of the theoretical maximum amount of product (1.0 means a 100% yield; for example, 0.34 means a 34% yield). The reactants are [F:1][C:2]1[CH:3]=[C:4]([CH:45]=[C:46]([F:48])[CH:47]=1)[CH2:5][N:6]([CH2:29][C:30](=[O:44])[C:31]1[CH:35]=[CH:34][N:33](COCC[Si](C)(C)C)[N:32]=1)[C:7]([C:9]1[CH:10]=[N:11][N:12]([C@H:18]2[CH2:23][CH2:22][C@H:21]([C:24]([O:26]CC)=[O:25])[CH2:20][CH2:19]2)[C:13]=1[C:14]([F:17])([F:16])[F:15])=[O:8].Cl. The catalyst is O1CCOCC1. The product is [F:48][C:46]1[CH:45]=[C:4]([CH:3]=[C:2]([F:1])[CH:47]=1)[CH2:5][N:6]([CH2:29][C:30](=[O:44])[C:31]1[CH:35]=[CH:34][NH:33][N:32]=1)[C:7]([C:9]1[CH:10]=[N:11][N:12]([C@H:18]2[CH2:23][CH2:22][C@H:21]([C:24]([OH:26])=[O:25])[CH2:20][CH2:19]2)[C:13]=1[C:14]([F:15])([F:16])[F:17])=[O:8]. The yield is 0.160.